From a dataset of Peptide-MHC class I binding affinity with 185,985 pairs from IEDB/IMGT. Regression. Given a peptide amino acid sequence and an MHC pseudo amino acid sequence, predict their binding affinity value. This is MHC class I binding data. (1) The peptide sequence is NVMGMIGI. The MHC is HLA-A02:01 with pseudo-sequence HLA-A02:01. The binding affinity (normalized) is 0.114. (2) The peptide sequence is NPIVLHNGM. The MHC is HLA-B54:01 with pseudo-sequence HLA-B54:01. The binding affinity (normalized) is 0. (3) The peptide sequence is FLLPILSQIYT. The MHC is HLA-B44:03 with pseudo-sequence HLA-B44:03. The binding affinity (normalized) is 0.0847. (4) The peptide sequence is KAENTNTSK. The MHC is HLA-A11:01 with pseudo-sequence HLA-A11:01. The binding affinity (normalized) is 0.0319. (5) The peptide sequence is AAVYNRHIL. The MHC is H-2-Db with pseudo-sequence H-2-Db. The binding affinity (normalized) is 0.553. (6) The peptide sequence is GLLPLLLLLL. The MHC is HLA-A02:06 with pseudo-sequence HLA-A02:06. The binding affinity (normalized) is 0.741. (7) The peptide sequence is NSLRAEDTAVY. The MHC is HLA-A01:01 with pseudo-sequence HLA-A01:01. The binding affinity (normalized) is 0.547. (8) The peptide sequence is AQGYKVLVL. The MHC is Patr-A0901 with pseudo-sequence Patr-A0901. The binding affinity (normalized) is 0.00474.